This data is from Catalyst prediction with 721,799 reactions and 888 catalyst types from USPTO. The task is: Predict which catalyst facilitates the given reaction. (1) Reactant: COC[N:4]1[C:8]2[CH:9]=[CH:10][C:11]([CH:13]([C:15]3[CH:19]=[CH:18][N:17]([C:20]4[CH:25]=[CH:24][C:23]([N:26]5[CH2:31][CH2:30][O:29][CH2:28][CH2:27]5)=[CH:22][N:21]=4)[N:16]=3)[CH3:14])=[CH:12][C:7]=2[S:6][C:5]1=[O:32].FC(F)(F)C(O)=O.[OH-].[NH4+]. Product: [O:29]1[CH2:28][CH2:27][N:26]([C:23]2[CH:24]=[CH:25][C:20]([N:17]3[CH:18]=[CH:19][C:15]([CH:13]([C:11]4[CH:10]=[CH:9][C:8]5[NH:4][C:5](=[O:32])[S:6][C:7]=5[CH:12]=4)[CH3:14])=[N:16]3)=[N:21][CH:22]=2)[CH2:31][CH2:30]1. The catalyst class is: 7. (2) Reactant: [Cl-].O[NH3+:3].[C:4](=[O:7])([O-])[OH:5].[Na+].CS(C)=O.[CH2:13]([C:17]1[CH:18]=[C:19]([C:48]2[C:49]([C:54]#[N:55])=[CH:50][CH:51]=[CH:52][CH:53]=2)[CH:20]=[CH:21][C:22]=1[CH2:23][N:24]1[C:29]2[S:30][C:31]([CH2:33][CH3:34])=[CH:32][C:28]=2[C:27](=[O:35])[N:26]([CH2:36][C:37]([C:39]2[CH:44]=[CH:43][C:42]([O:45][CH3:46])=[CH:41][CH:40]=2)=[O:38])[C:25]1=[O:47])[CH2:14][CH2:15][CH3:16]. Product: [CH2:13]([C:17]1[CH:18]=[C:19]([C:48]2[CH:53]=[CH:52][CH:51]=[CH:50][C:49]=2[C:54]2[NH:3][C:4](=[O:7])[O:5][N:55]=2)[CH:20]=[CH:21][C:22]=1[CH2:23][N:24]1[C:29]2[S:30][C:31]([CH2:33][CH3:34])=[CH:32][C:28]=2[C:27](=[O:35])[N:26]([CH2:36][C:37]([C:39]2[CH:40]=[CH:41][C:42]([O:45][CH3:46])=[CH:43][CH:44]=2)=[O:38])[C:25]1=[O:47])[CH2:14][CH2:15][CH3:16]. The catalyst class is: 22. (3) Reactant: C([O:8][C:9]1[CH:18]=[C:17]2[C:12]([C:13]([O:19][C:20]3[CH:21]=[CH:22][C:23]([N:26]([C:35]4[CH:40]=[CH:39][CH:38]=[CH:37][CH:36]=4)[C:27]([C:29]4([C:32]([NH2:34])=[O:33])[CH2:31][CH2:30]4)=[O:28])=[N:24][CH:25]=3)=[CH:14][CH:15]=[N:16]2)=[CH:11][CH:10]=1)C1C=CC=CC=1. Product: [OH:8][C:9]1[CH:18]=[C:17]2[C:12]([C:13]([O:19][C:20]3[CH:21]=[CH:22][C:23]([N:26]([C:35]4[CH:36]=[CH:37][CH:38]=[CH:39][CH:40]=4)[C:27]([C:29]4([C:32]([NH2:34])=[O:33])[CH2:31][CH2:30]4)=[O:28])=[N:24][CH:25]=3)=[CH:14][CH:15]=[N:16]2)=[CH:11][CH:10]=1. The catalyst class is: 19. (4) The catalyst class is: 3. Reactant: [NH2:1][C:2]1[C:7]([C:8]#[N:9])=[C:6]([CH:10]2[CH2:15][CH2:14][CH:13]([O:16][CH2:17][CH2:18][O:19][Si:20]([C:33]([CH3:36])([CH3:35])[CH3:34])([C:27]3[CH:32]=[CH:31][CH:30]=[CH:29][CH:28]=3)[C:21]3[CH:26]=[CH:25][CH:24]=[CH:23][CH:22]=3)[CH2:12][CH2:11]2)[C:5]([C:37]#[N:38])=[C:4]([SH:39])[N:3]=1.Cl[CH2:41][C:42]1[N:43]=[C:44]([C:47]2[CH:52]=[CH:51][C:50]([Cl:53])=[CH:49][CH:48]=2)[S:45][CH:46]=1.C(=O)(O)[O-].[Na+]. Product: [NH2:1][C:2]1[C:7]([C:8]#[N:9])=[C:6]([CH:10]2[CH2:15][CH2:14][CH:13]([O:16][CH2:17][CH2:18][O:19][Si:20]([C:33]([CH3:35])([CH3:36])[CH3:34])([C:27]3[CH:28]=[CH:29][CH:30]=[CH:31][CH:32]=3)[C:21]3[CH:22]=[CH:23][CH:24]=[CH:25][CH:26]=3)[CH2:12][CH2:11]2)[C:5]([C:37]#[N:38])=[C:4]([S:39][CH2:41][C:42]2[N:43]=[C:44]([C:47]3[CH:52]=[CH:51][C:50]([Cl:53])=[CH:49][CH:48]=3)[S:45][CH:46]=2)[N:3]=1. (5) Reactant: [OH:1][CH2:2][C@H:3]1[CH2:7][CH2:6][CH2:5][C@H:4]1[NH:8][C:9]1[C:14]([C:15](O)=[O:16])=[CH:13][N:12]=[C:11]([S:18][CH3:19])[N:10]=1.C[N:21](C(ON1N=NC2C=CC=NC1=2)=[N+](C)C)C.F[P-](F)(F)(F)(F)F.[Cl-].[NH4+].CCN(C(C)C)C(C)C. Product: [OH:1][CH2:2][C@H:3]1[CH2:7][CH2:6][CH2:5][C@H:4]1[NH:8][C:9]1[C:14]([C:15]([NH2:21])=[O:16])=[CH:13][N:12]=[C:11]([S:18][CH3:19])[N:10]=1. The catalyst class is: 18.